From a dataset of Reaction yield outcomes from USPTO patents with 853,638 reactions. Predict the reaction yield, written as a fraction of the theoretical maximum amount of product (1.0 means a 100% yield; for example, 0.34 means a 34% yield). (1) The reactants are [Br:1][C:2]1[C:3]([CH3:22])=[C:4]([C:9]([O:12][CH2:13][CH2:14][O:15]C2CCCCO2)=[CH:10][CH:11]=1)[C:5]([O:7][CH3:8])=[O:6].Cl. The catalyst is CO. The product is [Br:1][C:2]1[C:3]([CH3:22])=[C:4]([C:9]([O:12][CH2:13][CH2:14][OH:15])=[CH:10][CH:11]=1)[C:5]([O:7][CH3:8])=[O:6]. The yield is 1.10. (2) The yield is 0.770. The catalyst is C(O)C. The product is [NH2:1][C:2]1[N:10]=[C:9]2[C:5]([N:6]=[CH:7][N:8]2[C@H:11]2[CH2:15][O:14][C@@H:13]([CH2:16][OH:17])[O:12]2)=[C:4]([NH:22][CH:19]2[CH2:21][CH2:20]2)[N:3]=1. The reactants are [NH2:1][C:2]1[N:10]=[C:9]2[C:5]([N:6]=[CH:7][N:8]2[C@H:11]2[CH2:15][O:14][C@@H:13]([CH2:16][OH:17])[O:12]2)=[C:4](Cl)[N:3]=1.[CH:19]1([NH2:22])[CH2:21][CH2:20]1. (3) The reactants are [CH2:1]([N:8]([C@@H:19]([C:21]1[CH:26]=[CH:25][CH:24]=[CH:23][CH:22]=1)[CH3:20])[C@H:9]([CH3:18])[CH2:10][C:11](OC(C)(C)C)=[O:12])[C:2]1[CH:7]=[CH:6][CH:5]=[CH:4][CH:3]=1.[H-].[Al+3].[Li+].[H-].[H-].[H-]. The catalyst is C1COCC1.CCOCC. The product is [CH2:1]([N:8]([C@@H:19]([C:21]1[CH:22]=[CH:23][CH:24]=[CH:25][CH:26]=1)[CH3:20])[C@H:9]([CH3:18])[CH2:10][CH2:11][OH:12])[C:2]1[CH:3]=[CH:4][CH:5]=[CH:6][CH:7]=1. The yield is 0.780. (4) The reactants are C([O:8][C:9](=[O:56])[CH2:10][CH:11]1[CH2:16][CH2:15][CH:14]([CH2:17][N:18]2[CH2:24][CH2:23][CH2:22][CH:21]([N:25]([CH2:32][C:33]3[CH:38]=[C:37]([C:39]([F:42])([F:41])[F:40])[CH:36]=[C:35]([C:43]([F:46])([F:45])[F:44])[CH:34]=3)[C:26]3[N:27]=[N:28][N:29]([CH3:31])[N:30]=3)[C:20]3[CH:47]=[C:48]([CH3:55])[C:49]([C:51]([F:54])([F:53])[F:52])=[CH:50][C:19]2=3)[CH2:13][CH2:12]1)C1C=CC=CC=1. The catalyst is [OH-].[Na+].CO. The product is [F:45][C:43]([F:44])([F:46])[C:35]1[CH:34]=[C:33]([CH:38]=[C:37]([C:39]([F:42])([F:41])[F:40])[CH:36]=1)[CH2:32][N:25]([C:26]1[N:27]=[N:28][N:29]([CH3:31])[N:30]=1)[CH:21]1[CH2:22][CH2:23][CH2:24][N:18]([CH2:17][CH:14]2[CH2:15][CH2:16][CH:11]([CH2:10][C:9]([OH:56])=[O:8])[CH2:12][CH2:13]2)[C:19]2[CH:50]=[C:49]([C:51]([F:52])([F:53])[F:54])[C:48]([CH3:55])=[CH:47][C:20]1=2. The yield is 0.670. (5) The reactants are C([N:4]([C@@H:14]([C:16]1[CH:21]=[CH:20][CH:19]=[CH:18][CH:17]=1)[CH3:15])[C:5](=[O:13])[CH2:6][CH2:7][CH2:8][CH2:9][CH2:10][CH2:11][CH3:12])C=C.[C:22]([Mg]Cl)(C)([CH3:24])[CH3:23].Cl. The catalyst is C1(C)C=CC=CC=1. The product is [CH2:24]([C@@H:6]([CH2:7][CH2:8][CH2:9][CH2:10][CH2:11][CH3:12])[C:5]([NH:4][CH:14]([C:16]1[CH:17]=[CH:18][CH:19]=[CH:20][CH:21]=1)[CH3:15])=[O:13])[CH:22]=[CH2:23]. The yield is 0.760. (6) The reactants are [C:1]([C:3]1[CH:32]=[CH:31][C:6]([C:7]([NH:9][CH2:10][C:11]2[CH:16]=[CH:15][C:14]([O:17][CH2:18][C:19]([N:21]3[CH2:25][CH:24]4[O:26][C:27]([CH3:30])([CH3:29])[O:28][CH:23]4[CH2:22]3)=[O:20])=[CH:13][CH:12]=2)=[O:8])=[CH:5][CH:4]=1)#[N:2]. The catalyst is CCO.[Ni]. The product is [NH2:2][CH2:1][C:3]1[CH:32]=[CH:31][C:6]([C:7]([NH:9][CH2:10][C:11]2[CH:12]=[CH:13][C:14]([O:17][CH2:18][C:19]([N:21]3[CH2:25][C@H:24]4[O:26][C:27]([CH3:29])([CH3:30])[O:28][C@H:23]4[CH2:22]3)=[O:20])=[CH:15][CH:16]=2)=[O:8])=[CH:5][CH:4]=1. The yield is 0.960. (7) The reactants are I([O-])(=O)(=O)=O.[Na+].[C:12]([OH:14])(=[O:13])[CH:10]([CH:10]([C:12]([OH:14])=[O:13])[OH:11])[OH:11].[OH-].[Na+].[CH3:19][O:20][C:21]1[CH:26]=[CH:25][C:24]([CH2:27][C:28]([C:30]2[CH:35]=[CH:34][C:33]([O:36][CH3:37])=[CH:32][CH:31]=2)=[O:29])=[CH:23][CH:22]=1. The catalyst is O.S(=O)(=O)(O)O.C(O)C. The product is [CH3:19][O:20][C:21]1[CH:22]=[CH:23][C:24]([CH:27]([C:28]([C:30]2[CH:31]=[CH:32][C:33]([O:36][CH3:37])=[CH:34][CH:35]=2)=[O:29])[CH:10]([OH:11])[C:12]([OH:14])=[O:13])=[CH:25][CH:26]=1. The yield is 0.938.